Predict the reaction yield, written as a fraction of the theoretical maximum amount of product (1.0 means a 100% yield; for example, 0.34 means a 34% yield). From a dataset of Reaction yield outcomes from USPTO patents with 853,638 reactions. (1) The reactants are O[CH:2]=[C:3]1[C:11]2[C:6](=[CH:7][C:8]([C:12]([C:14]3[CH:15]=[C:16]([NH:20][C:21]([C:23]4[C:27]([Cl:28])=[CH:26][N:25]([CH2:29][CH3:30])[N:24]=4)=[O:22])[CH:17]=[CH:18][CH:19]=3)=[O:13])=[CH:9][CH:10]=2)[NH:5][C:4]1=[O:31].[CH3:32][N:33]1[CH2:38][CH2:37][N:36]([C:39]2[CH:44]=[CH:43][C:42]([NH2:45])=[CH:41][CH:40]=2)[CH2:35][CH2:34]1. The catalyst is C1COCC1. The product is [CH3:32][N:33]1[CH2:34][CH2:35][N:36]([C:39]2[CH:44]=[CH:43][C:42]([NH:45][CH:2]=[C:3]3[C:11]4[C:6](=[CH:7][C:8]([C:12]([C:14]5[CH:15]=[C:16]([NH:20][C:21]([C:23]6[C:27]([Cl:28])=[CH:26][N:25]([CH2:29][CH3:30])[N:24]=6)=[O:22])[CH:17]=[CH:18][CH:19]=5)=[O:13])=[CH:9][CH:10]=4)[NH:5][C:4]3=[O:31])=[CH:41][CH:40]=2)[CH2:37][CH2:38]1. The yield is 0.430. (2) The reactants are N(C(OCC)=O)=NC(OCC)=O.Cl.[F:14][C:15]1[CH:34]=[C:33]([CH3:35])[C:32]([O:36][C:37]([O:39][CH3:40])=[O:38])=[CH:31][C:16]=1[NH:17][C:18]1[C:27]2[C:22](=[CH:23][C:24]([OH:30])=[C:25]([O:28][CH3:29])[CH:26]=2)[N:21]=[CH:20][N:19]=1.C1(P(C2C=CC=CC=2)C2C=CC=CC=2)C=CC=CC=1.[N:60]1[CH:65]=[CH:64][C:63]([CH2:66][CH2:67]O)=[CH:62][CH:61]=1. The catalyst is C(Cl)Cl. The product is [F:14][C:15]1[CH:34]=[C:33]([CH3:35])[C:32]([O:36][C:37]([O:39][CH3:40])=[O:38])=[CH:31][C:16]=1[NH:17][C:18]1[C:27]2[C:22](=[CH:23][C:24]([O:30][CH2:67][CH2:66][C:63]3[CH:64]=[CH:65][N:60]=[CH:61][CH:62]=3)=[C:25]([O:28][CH3:29])[CH:26]=2)[N:21]=[CH:20][N:19]=1. The yield is 0.900. (3) The product is [CH2:1]([O:3][P:4](/[CH:9]=[CH:10]/[C:11]1[C:12]([O:22][CH2:23][C:24]2[CH:48]=[CH:47][C:27]([O:28][CH2:29][C:30]3[N:31]=[C:32]([C:36]4[CH:37]=[CH:38][C:39]([CH3:46])=[C:40]([CH:45]=4)[C:41]([OH:43])=[O:42])[O:33][C:34]=3[CH2:35][CH3:52])=[C:26]([O:49][CH3:50])[CH:25]=2)=[N:13][N:14]([C:16]2[CH:21]=[CH:20][CH:19]=[CH:18][CH:17]=2)[CH:15]=1)([O:6][CH2:7][CH3:8])=[O:5])[CH3:2]. The yield is 0.870. The catalyst is O.C(O)C. The reactants are [CH2:1]([O:3][P:4](/[CH:9]=[CH:10]/[C:11]1[C:12]([O:22][CH2:23][C:24]2[CH:48]=[CH:47][C:27]([O:28][CH2:29][C:30]3[N:31]=[C:32]([C:36]4[CH:37]=[CH:38][C:39]([CH3:46])=[C:40]([CH:45]=4)[C:41]([O:43]C)=[O:42])[O:33][C:34]=3[CH3:35])=[C:26]([O:49][CH3:50])[CH:25]=2)=[N:13][N:14]([C:16]2[CH:21]=[CH:20][CH:19]=[CH:18][CH:17]=2)[CH:15]=1)([O:6][CH2:7][CH3:8])=[O:5])[CH3:2].O1CCC[CH2:52]1.[OH-].[Na+].Cl. (4) The reactants are [CH3:1][C:2]1[C:3]([C:8]([OH:10])=[O:9])=[N:4][CH:5]=[CH:6][CH:7]=1.[C:11](=O)([O-])[O-].[K+].[K+].IC. The catalyst is CC(C)=O. The product is [CH3:11][O:9][C:8]([C:3]1[C:2]([CH3:1])=[CH:7][CH:6]=[CH:5][N:4]=1)=[O:10]. The yield is 0.570. (5) The reactants are [CH2:1]([NH2:4])[C:2]#[CH:3].[C:5]12[C:11](=[CH:12][CH:13]=[CH:14][CH:15]=1)[NH:10]C(=O)[O:8][C:6]2=O. The catalyst is CN(C=O)C.O.C(Cl)Cl. The product is [NH2:10][C:11]1[CH:12]=[CH:13][CH:14]=[CH:15][C:5]=1[C:6]([NH:4][CH2:1][C:2]#[CH:3])=[O:8]. The yield is 0.510. (6) The reactants are [CH2:1]([O:8][C:9]1[CH:18]=[CH:17][C:12]([C:13]([NH:15][OH:16])=[NH:14])=[C:11]([F:19])[CH:10]=1)[C:2]1[CH:7]=[CH:6][CH:5]=[CH:4][CH:3]=1.[C:20]([O:24][CH3:25])(=[O:23])[C:21]#[CH:22].C(OCC)(=O)C. The catalyst is CO. The product is [CH2:1]([O:8][C:9]1[CH:18]=[CH:17][C:12]([C:13]([NH:15][O:16][CH:22]=[CH:21][C:20]([O:24][CH3:25])=[O:23])=[NH:14])=[C:11]([F:19])[CH:10]=1)[C:2]1[CH:3]=[CH:4][CH:5]=[CH:6][CH:7]=1. The yield is 0.700. (7) The reactants are [CH3:1][N:2]1[C:10](=[O:11])[C:9]2[NH:8][C:7](/[CH:12]=[CH:13]/[C:14]3[CH:19]=[CH:18][CH:17]=[CH:16][CH:15]=3)=[N:6][C:5]=2[N:4]([CH3:20])[C:3]1=[O:21].[H][H]. The catalyst is CO.[Pd]. The product is [CH3:1][N:2]1[C:10](=[O:11])[C:9]2[NH:8][C:7]([CH2:12][CH2:13][C:14]3[CH:19]=[CH:18][CH:17]=[CH:16][CH:15]=3)=[N:6][C:5]=2[N:4]([CH3:20])[C:3]1=[O:21]. The yield is 1.00.